From a dataset of Peptide-MHC class II binding affinity with 134,281 pairs from IEDB. Regression. Given a peptide amino acid sequence and an MHC pseudo amino acid sequence, predict their binding affinity value. This is MHC class II binding data. (1) The binding affinity (normalized) is 0.139. The MHC is HLA-DQA10501-DQB10301 with pseudo-sequence HLA-DQA10501-DQB10301. The peptide sequence is PQQPFPQQPQQPYPQQP. (2) The peptide sequence is AATQARAAAAAFEAA. The MHC is DRB1_1001 with pseudo-sequence DRB1_1001. The binding affinity (normalized) is 0.533. (3) The peptide sequence is AHWTEARIMLDNINM. The MHC is DRB1_1501 with pseudo-sequence DRB1_1501. The binding affinity (normalized) is 0.0726.